From a dataset of Reaction yield outcomes from USPTO patents with 853,638 reactions. Predict the reaction yield, written as a fraction of the theoretical maximum amount of product (1.0 means a 100% yield; for example, 0.34 means a 34% yield). (1) The reactants are S(=O)(=O)(O)O.[K].[CH2:7]([O:9][C:10](=[O:15])[CH:11](Cl)[CH:12]=O)[CH3:8].[NH2:16][C:17]1[CH:22]=[CH:21][C:20]([Br:23])=[CH:19][N:18]=1. The catalyst is C(O)C.C(=O)(O)[O-].[Na+]. The product is [CH2:7]([O:9][C:10]([C:11]1[N:18]2[CH:19]=[C:20]([Br:23])[CH:21]=[CH:22][C:17]2=[N:16][CH:12]=1)=[O:15])[CH3:8]. The yield is 0.550. (2) The reactants are Br[C:2]1[CH:11]=[C:10]2[C:5]([CH:6]=[C:7]([NH:41][C:42](=[O:51])[O:43][CH2:44][C:45]3[CH:50]=[CH:49][CH:48]=[CH:47][CH:46]=3)[C:8]([C:12]([NH:14][C:15]3[CH:16]=[N:17][CH:18]=[CH:19][C:20]=3[N:21]3[CH2:26][C@H:25]([CH3:27])[C@H:24]([N:28]4[CH:32]=[CH:31][N:30]=[N:29]4)[C@H:23]([NH:33][C:34]([O:36][C:37]([CH3:40])([CH3:39])[CH3:38])=[O:35])[CH2:22]3)=[O:13])=[N:9]2)=[CH:4][CH:3]=1.[O-]P([O-])([O-])=O.[K+].[K+].[K+].O1CCO[CH2:62][CH2:61]1.CC1(C)C(C)(C)OB(C=C)O1. The catalyst is C1(P(C2CCCCC2)C2C=CC=CC=2C2C(C(C)C)=CC(C(C)C)=CC=2C(C)C)CCCCC1.NC1C=CC=CC=1C1C=CC=CC=1[Pd]Cl.O. The product is [C:37]([O:36][C:34]([NH:33][C@H:23]1[C@@H:24]([N:28]2[CH:32]=[CH:31][N:30]=[N:29]2)[C@@H:25]([CH3:27])[CH2:26][N:21]([C:20]2[CH:19]=[CH:18][N:17]=[CH:16][C:15]=2[NH:14][C:12]([C:8]2[C:7]([NH:41][C:42](=[O:51])[O:43][CH2:44][C:45]3[CH:46]=[CH:47][CH:48]=[CH:49][CH:50]=3)=[CH:6][C:5]3[C:10](=[CH:11][C:2]([CH:61]=[CH2:62])=[CH:3][CH:4]=3)[N:9]=2)=[O:13])[CH2:22]1)=[O:35])([CH3:38])([CH3:39])[CH3:40]. The yield is 0.370. (3) The catalyst is CCOCC. The product is [NH2:1][C@H:2]([C:7]([O:9][CH2:29][C:19]1[CH:24]=[CH:23][CH:22]=[CH:21][CH:20]=1)=[O:8])[CH2:3][C:4]([O:6][CH2:10][C:11]1[CH:16]=[CH:15][CH:14]=[CH:13][CH:12]=1)=[O:5]. The yield is 0.832. The reactants are [NH2:1][C@H:2]([C:7]([OH:9])=[O:8])[CH2:3][C:4]([OH:6])=[O:5].[CH2:10](O)[C:11]1[CH:16]=[CH:15][CH:14]=[CH:13][CH:12]=1.O.[C:19]1([CH3:29])[CH:24]=[CH:23][C:22](S(O)(=O)=O)=[CH:21][CH:20]=1.C1C=CC=CC=1. (4) The reactants are [Cl:1][C:2]1[CH:7]=[CH:6][C:5]([CH2:8][CH2:9][CH:10]([NH2:13])[CH2:11][NH2:12])=[CH:4][CH:3]=1.[C:14](O)(=O)C.C(N)=N. The catalyst is C(O)C. The product is [Cl:1][C:2]1[CH:3]=[CH:4][C:5]([CH2:8][CH2:9][CH:10]2[CH2:11][NH:12][CH:14]=[N:13]2)=[CH:6][CH:7]=1. The yield is 0.470. (5) The reactants are [BH4-].[Na+].[C:3]([C:7]1[CH:12]=[CH:11][C:10]([N+:13]([O-])=O)=[CH:9][C:8]=1[F:16])([CH3:6])([CH3:5])[CH3:4].O. The catalyst is CO. The product is [C:3]([C:7]1[CH:12]=[CH:11][C:10]([NH2:13])=[CH:9][C:8]=1[F:16])([CH3:6])([CH3:4])[CH3:5]. The yield is 0.740.